Dataset: Full USPTO retrosynthesis dataset with 1.9M reactions from patents (1976-2016). Task: Predict the reactants needed to synthesize the given product. (1) Given the product [Cl:1][C:2]1[C:11](/[CH:12]=[N:21]/[S@@:19]([C:16]([CH3:18])([CH3:17])[CH3:15])=[O:20])=[CH:10][C:9]2[C:4](=[C:5]([Cl:14])[CH:6]=[CH:7][CH:8]=2)[N:3]=1, predict the reactants needed to synthesize it. The reactants are: [Cl:1][C:2]1[C:11]([CH:12]=O)=[CH:10][C:9]2[C:4](=[C:5]([Cl:14])[CH:6]=[CH:7][CH:8]=2)[N:3]=1.[CH3:15][C:16]([S@:19]([NH2:21])=[O:20])([CH3:18])[CH3:17].O. (2) Given the product [C:19]1([CH3:28])[C:20]([S:23]([C:6]2[CH:5]=[C:3]([NH2:4])[C:2](=[CH:8][CH:7]=2)[C:1]([OH:10])=[O:9])(=[O:24])=[O:25])=[CH:21][CH:22]=[CH:17][CH:18]=1, predict the reactants needed to synthesize it. The reactants are: [C:1]([OH:10])(=[O:9])[C:2]1[C:3](=[CH:5][CH:6]=[CH:7][CH:8]=1)[NH2:4].C(=O)([O-])[O-].[Na+].[Na+].[C:17]1(C)[CH:22]=[CH:21][C:20]([S:23](Cl)(=[O:25])=[O:24])=[CH:19][CH:18]=1.[CH4:28].Cl. (3) Given the product [N:1]1[CH:6]=[C:5]([CH2:7][O:8][S:10]([CH3:9])(=[O:12])=[O:11])[CH:4]=[N:3][CH:2]=1, predict the reactants needed to synthesize it. The reactants are: [N:1]1[CH:6]=[C:5]([CH2:7][OH:8])[CH:4]=[N:3][CH:2]=1.[CH3:9][S:10](Cl)(=[O:12])=[O:11]. (4) Given the product [F:13][C:9]1[C:8]([F:14])=[C:7]2[C:12]([C:3]([CH2:2][N:22]3[C:23]4[CH:29]=[CH:28][CH:27]=[CH:26][C:24]=4[N:25]=[C:21]3[CH2:16][CH2:17][CH:18]([CH3:20])[CH3:19])=[CH:4][C:5](=[O:15])[NH:6]2)=[CH:11][CH:10]=1, predict the reactants needed to synthesize it. The reactants are: Br[CH2:2][C:3]1[C:12]2[C:7](=[C:8]([F:14])[C:9]([F:13])=[CH:10][CH:11]=2)[NH:6][C:5](=[O:15])[CH:4]=1.[CH2:16]([C:21]1[NH:25][C:24]2[CH:26]=[CH:27][CH:28]=[CH:29][C:23]=2[N:22]=1)[CH2:17][CH:18]([CH3:20])[CH3:19]. (5) Given the product [CH2:1]([O:8][C:9]1[CH:14]=[CH:13][C:12]([F:15])=[CH:11][C:10]=1[CH:16]1[CH2:19][CH2:18][C:17]1=[O:25])[C:2]1[CH:7]=[CH:6][CH:5]=[CH:4][CH:3]=1, predict the reactants needed to synthesize it. The reactants are: [CH2:1]([O:8][C:9]1[CH:14]=[CH:13][C:12]([F:15])=[CH:11][C:10]=1[CH:16]1[CH2:19][C:18](=O)[C:17]1(Cl)Cl)[C:2]1[CH:7]=[CH:6][CH:5]=[CH:4][CH:3]=1.C(O)(=[O:25])C. (6) Given the product [C:1]([O:5][C:6](=[O:18])[NH:7][CH2:8][C:9]1[CH:10]=[CH:11][C:12]2[CH:16]=[C:15]([C:43]3[CH:44]=[CH:45][N:46]=[C:41]([Cl:40])[N:42]=3)[S:14][C:13]=2[CH:17]=1)([CH3:4])([CH3:2])[CH3:3], predict the reactants needed to synthesize it. The reactants are: [C:1]([O:5][C:6](=[O:18])[NH:7][CH2:8][C:9]1[CH:10]=[CH:11][C:12]2[CH:16]=[CH:15][S:14][C:13]=2[CH:17]=1)([CH3:4])([CH3:3])[CH3:2].C(OB(OC(C)C)OC(C)C)(C)C.C(NC(C)C)(C)C.[Li].[Cl:40][C:41]1[N:46]=[C:45](Cl)[CH:44]=[CH:43][N:42]=1.C(=O)([O-])[O-].[Na+].[Na+]. (7) Given the product [CH2:12]([N:9]1[C:10](=[O:11])[C:5]([C:3]([OH:4])=[O:2])=[C:6]([CH3:44])[N:7]=[C:8]1[C@@:19]([N:23]([CH2:33][CH2:34][CH2:35][NH:36][C:37]([O:39][C:40]([CH3:41])([CH3:43])[CH3:42])=[O:38])[C:24]([C:26]1[CH:31]=[CH:30][C:29]([CH3:32])=[CH:28][CH:27]=1)=[O:25])([CH3:22])[CH2:20][CH3:21])[C:13]1[CH:18]=[CH:17][CH:16]=[CH:15][CH:14]=1, predict the reactants needed to synthesize it. The reactants are: C[O:2][C:3]([C:5]1[C:10](=[O:11])[N:9]([CH2:12][C:13]2[CH:18]=[CH:17][CH:16]=[CH:15][CH:14]=2)[C:8]([C@@:19]([N:23]([CH2:33][CH2:34][CH2:35][NH:36][C:37]([O:39][C:40]([CH3:43])([CH3:42])[CH3:41])=[O:38])[C:24]([C:26]2[CH:31]=[CH:30][C:29]([CH3:32])=[CH:28][CH:27]=2)=[O:25])([CH3:22])[CH2:20][CH3:21])=[N:7][C:6]=1[CH3:44])=[O:4].CO.[OH-].[K+].